This data is from NCI-60 drug combinations with 297,098 pairs across 59 cell lines. The task is: Regression. Given two drug SMILES strings and cell line genomic features, predict the synergy score measuring deviation from expected non-interaction effect. Drug 1: C1CC(=O)NC(=O)C1N2CC3=C(C2=O)C=CC=C3N. Drug 2: CC1OCC2C(O1)C(C(C(O2)OC3C4COC(=O)C4C(C5=CC6=C(C=C35)OCO6)C7=CC(=C(C(=C7)OC)O)OC)O)O. Cell line: UACC62. Synergy scores: CSS=40.3, Synergy_ZIP=3.12, Synergy_Bliss=9.46, Synergy_Loewe=-8.37, Synergy_HSA=11.1.